From a dataset of Forward reaction prediction with 1.9M reactions from USPTO patents (1976-2016). Predict the product of the given reaction. (1) Given the reactants [NH2:1][C:2]1[CH:3]=[C:4]2[C:17](=[CH:18][CH:19]=1)[N:16]1[CH2:20][C@@H:21]([CH3:25])[O:22][C@@H:23]([CH3:24])[C@@H:15]1[C:6]1([C:11](=[O:12])[NH:10][C:9](=[O:13])[NH:8][C:7]1=[O:14])[CH2:5]2.C(N(CC)CC)C.[CH2:33]([N:35]=[C:36]=[O:37])[CH3:34], predict the reaction product. The product is: [CH3:25][C@H:21]1[O:22][C@@H:23]([CH3:24])[C@@H:15]2[C:6]3([CH2:5][C:4]4[C:17]([N:16]2[CH2:20]1)=[CH:18][CH:19]=[C:2]([NH:1][C:36]([NH:35][CH2:33][CH3:34])=[O:37])[CH:3]=4)[C:7](=[O:14])[NH:8][C:9](=[O:13])[NH:10][C:11]3=[O:12]. (2) Given the reactants Cl.[CH3:2][C:3]1[O:4][CH:5]=[CH:6][C:7]=1[C@H:8]1[C@H:17]2[CH2:18][CH2:19][N:20]([C:21]([C@H:23]3[CH2:28][CH2:27][CH2:26][CH2:25][C@H:24]3[NH2:29])=[O:22])[C@H:16]2[C:15]2[CH:14]=[CH:13][CH:12]=[CH:11][C:10]=2[NH:9]1.C(N(CC)CC)C.[C:37](Cl)(=[O:44])[C:38]1[CH:43]=[CH:42][CH:41]=[CH:40][CH:39]=1.O, predict the reaction product. The product is: [CH3:2][C:3]1[O:4][CH:5]=[CH:6][C:7]=1[C@H:8]1[C@H:17]2[CH2:18][CH2:19][N:20]([C:21]([C@H:23]3[CH2:28][CH2:27][CH2:26][CH2:25][C@H:24]3[NH:29][C:37](=[O:44])[C:38]3[CH:43]=[CH:42][CH:41]=[CH:40][CH:39]=3)=[O:22])[C@H:16]2[C:15]2[CH:14]=[CH:13][CH:12]=[CH:11][C:10]=2[NH:9]1. (3) Given the reactants [CH:1]1(B(O)O)[CH2:3][CH2:2]1.C1(P(C2CCCCC2)C2CCCCC2)CCCCC1.Br[C:27]1[S:31][C:30]([C:32]2[CH:33]=[N:34][N:35]([CH3:41])[C:36]=2[C:37]([O:39][CH3:40])=[O:38])=[N:29][C:28]=1[CH:42]([F:44])[F:43].C(=O)([O-])O.[Na+], predict the reaction product. The product is: [CH:1]1([C:27]2[S:31][C:30]([C:32]3[CH:33]=[N:34][N:35]([CH3:41])[C:36]=3[C:37]([O:39][CH3:40])=[O:38])=[N:29][C:28]=2[CH:42]([F:43])[F:44])[CH2:3][CH2:2]1. (4) Given the reactants [CH3:1][S:2][C:3]1[N:8]=[C:7]([C:9]2[C:10]([NH2:14])=[N:11][NH:12][CH:13]=2)[CH:6]=[CH:5][N:4]=1.I[CH:16]([CH3:18])[CH3:17].C[O-].[Na+], predict the reaction product. The product is: [CH:16]([N:12]1[CH:13]=[C:9]([C:7]2[CH:6]=[CH:5][N:4]=[C:3]([S:2][CH3:1])[N:8]=2)[C:10]([NH2:14])=[N:11]1)([CH3:18])[CH3:17]. (5) Given the reactants [F:1][C:2]1[CH:3]=[C:4]([C@@H:9]([CH:23]2[CH2:28][CH2:27][N:26]([S:29]([CH3:32])(=[O:31])=[O:30])[CH2:25][CH2:24]2)[CH2:10][CH2:11][N:12]2[CH2:17][CH2:16][CH:15]([NH:18][CH2:19][CH:20]([CH3:22])[CH3:21])[CH2:14][CH2:13]2)[CH:5]=[C:6]([F:8])[CH:7]=1.[N:33]([CH:36]1[CH2:41][CH2:40][N:39]([C:42]([O:44][CH2:45][C:46]2[CH:51]=[CH:50][CH:49]=[CH:48][CH:47]=2)=[O:43])[CH2:38][CH2:37]1)=[C:34]=[O:35], predict the reaction product. The product is: [F:8][C:6]1[CH:5]=[C:4]([C@@H:9]([CH:23]2[CH2:28][CH2:27][N:26]([S:29]([CH3:32])(=[O:30])=[O:31])[CH2:25][CH2:24]2)[CH2:10][CH2:11][N:12]2[CH2:17][CH2:16][CH:15]([N:18]([CH2:19][CH:20]([CH3:21])[CH3:22])[C:34]([NH:33][CH:36]3[CH2:41][CH2:40][N:39]([C:42]([O:44][CH2:45][C:46]4[CH:51]=[CH:50][CH:49]=[CH:48][CH:47]=4)=[O:43])[CH2:38][CH2:37]3)=[O:35])[CH2:14][CH2:13]2)[CH:3]=[C:2]([F:1])[CH:7]=1. (6) Given the reactants Br[CH2:2][C:3]1[C:8]([CH:9]([F:11])[F:10])=[CH:7][CH:6]=[CH:5][C:4]=1[N:12]1[C:16](=[O:17])[N:15]([CH3:18])[N:14]=[N:13]1.[Cl:19][C:20]1[CH:25]=[CH:24][C:23]([N:26]2[CH:30]=[CH:29][C:28]([OH:31])=[N:27]2)=[CH:22][CH:21]=1.C(=O)([O-])[O-].[K+].[K+].C(#N)C, predict the reaction product. The product is: [Cl:19][C:20]1[CH:21]=[CH:22][C:23]([N:26]2[CH:30]=[CH:29][C:28]([O:31][CH2:2][C:3]3[C:8]([CH:9]([F:11])[F:10])=[CH:7][CH:6]=[CH:5][C:4]=3[N:12]3[C:16](=[O:17])[N:15]([CH3:18])[N:14]=[N:13]3)=[N:27]2)=[CH:24][CH:25]=1.